Dataset: Full USPTO retrosynthesis dataset with 1.9M reactions from patents (1976-2016). Task: Predict the reactants needed to synthesize the given product. Given the product [Cl:25][C:6]1[C:7]2[CH:8]=[CH:9][C:10]3[N:11]([CH:14]=[C:15]([C:17]4[O:18][CH:19]=[N:20][N:21]=4)[N:16]=3)[C:12]=2[N:13]=[C:4]([CH:2]([CH3:3])[CH3:1])[CH:5]=1, predict the reactants needed to synthesize it. The reactants are: [CH3:1][CH:2]([C:4]1[NH:13][C:12]2[N:11]3[CH:14]=[C:15]([C:17]4[O:18][CH:19]=[N:20][N:21]=4)[N:16]=[C:10]3[CH:9]=[CH:8][C:7]=2[C:6](=O)[CH:5]=1)[CH3:3].O=P(Cl)(Cl)[Cl:25].